Dataset: Reaction yield outcomes from USPTO patents with 853,638 reactions. Task: Predict the reaction yield, written as a fraction of the theoretical maximum amount of product (1.0 means a 100% yield; for example, 0.34 means a 34% yield). (1) The reactants are [NH2:1][C:2]1[N:7]=[C:6]([NH:8][C:9]2[CH:14]=[CH:13][C:12]([NH:15][C:16](=[O:26])[C:17]3[CH:22]=[CH:21][C:20]([N+:23]([O-])=O)=[CH:19][CH:18]=3)=[CH:11][CH:10]=2)[CH:5]=[C:4]([CH3:27])[N:3]=1.CCO.[ClH:31]. The catalyst is [Fe].O. The product is [ClH:31].[NH2:23][C:20]1[CH:21]=[CH:22][C:17]([C:16]([NH:15][C:12]2[CH:11]=[CH:10][C:9]([NH:8][C:6]3[CH:5]=[C:4]([CH3:27])[N:3]=[C:2]([NH2:1])[N:7]=3)=[CH:14][CH:13]=2)=[O:26])=[CH:18][CH:19]=1. The yield is 0.900. (2) The reactants are CC1(C)O[C@@H](/C=C/[CH2:9][N:10]2[C:20]3=[C:21]4[C:16](=[CH:17][CH:18]=[CH:19]3)[C:15]([CH3:23])([CH3:22])[CH2:14][CH2:13][N:12]4[C:11]2=[O:24])CO1.C[N+]1([O-])[CH2:32][CH2:31][O:30]CC1.[C:34]([O:38]O)([CH3:37])([CH3:36])C.[OH:40]S([O-])(=O)=O.[Na+].[CH3:46][C:47](C)=[O:48]. The catalyst is [Os](=O)(=O)(=O)=O.CC(O)(C)C.O. The product is [CH3:37][C:34]1([CH3:36])[O:38][C@@H:46]([C@@H:31]([OH:30])[C@H:32]([OH:40])[CH2:9][N:10]2[C:20]3=[C:21]4[C:16](=[CH:17][CH:18]=[CH:19]3)[C:15]([CH3:23])([CH3:22])[CH2:14][CH2:13][N:12]4[C:11]2=[O:24])[CH2:47][O:48]1. The yield is 0.660. (3) The reactants are [NH2:1][C:2]1[CH:9]=[CH:8][C:7]([C:10]2[CH:15]=[CH:14][N:13]=[C:12]([NH:16][C:17]3[CH:22]=[CH:21][C:20]([N:23]4[CH2:28][CH2:27][O:26][CH2:25][CH2:24]4)=[CH:19][CH:18]=3)[N:11]=2)=[CH:6][C:3]=1[C:4]#[N:5].[CH3:29][CH:30]([CH3:35])[CH2:31][C:32](Cl)=[O:33]. The catalyst is N1C=CC=CC=1. The product is [C:4]([C:3]1[CH:6]=[C:7]([C:10]2[CH:15]=[CH:14][N:13]=[C:12]([NH:16][C:17]3[CH:18]=[CH:19][C:20]([N:23]4[CH2:24][CH2:25][O:26][CH2:27][CH2:28]4)=[CH:21][CH:22]=3)[N:11]=2)[CH:8]=[CH:9][C:2]=1[NH:1][C:32](=[O:33])[CH2:31][CH:30]([CH3:35])[CH3:29])#[N:5]. The yield is 0.240. (4) The reactants are [CH2:1]([O:3][C:4]([CH:6]1[CH2:11][CH2:10][N:9]([CH2:12][C:13]2[CH:22]=[CH:21][C:20]3[C:15](=[CH:16][CH:17]=[C:18]([OH:23])[CH:19]=3)[CH:14]=2)[CH2:8][CH2:7]1)=[O:5])[CH3:2].[CH3:24][C:25]([C@H:29]1[CH2:34][CH2:33][C@H:32](O)[CH2:31][CH2:30]1)([CH3:28])[CH2:26][CH3:27].C1(P(C2C=CC=CC=2)C2C=CC=CC=2)C=CC=CC=1.C1(C)C=CC=CC=1.N(C(OC(C)C)=O)=NC(OC(C)C)=O. No catalyst specified. The product is [C:25]([C@@H:29]1[CH2:30][CH2:31][C@H:32]([O:23][C:18]2[CH:19]=[C:20]3[C:15](=[CH:16][CH:17]=2)[CH:14]=[C:13]([CH2:12][N:9]2[CH2:10][CH2:11][CH:6]([C:4]([O:3][CH2:1][CH3:2])=[O:5])[CH2:7][CH2:8]2)[CH:22]=[CH:21]3)[CH2:33][CH2:34]1)([CH2:26][CH3:27])([CH3:24])[CH3:28]. The yield is 1.00. (5) The reactants are Cl[C:2]1[N:7]=[C:6]([NH:8][C:9]2[CH:14]=[CH:13][CH:12]=[CH:11][C:10]=2[S:15]([CH:18]([CH3:20])[CH3:19])(=[O:17])=[O:16])[C:5]([Cl:21])=[CH:4][N:3]=1.[CH3:22][P:23]([C:26]1[N:31]=[C:30]([O:32][CH3:33])[C:29]([NH2:34])=[CH:28][CH:27]=1)([CH3:25])=[O:24].Cl.[OH-].[Na+]. The catalyst is COCCO.C(O)C. The product is [Cl:21][C:5]1[C:6]([NH:8][C:9]2[CH:14]=[CH:13][CH:12]=[CH:11][C:10]=2[S:15]([CH:18]([CH3:20])[CH3:19])(=[O:17])=[O:16])=[N:7][C:2]([NH:34][C:29]2[C:30]([O:32][CH3:33])=[N:31][C:26]([P:23]([CH3:22])([CH3:25])=[O:24])=[CH:27][CH:28]=2)=[N:3][CH:4]=1. The yield is 0.220. (6) The reactants are [CH:1]1([O:6][C:7]([NH:9][C@@H:10]2[C:24](=[O:25])[N:23]3[CH2:26][C@H:27]([O:29][C:30]4[C:31]5[CH:44]=[CH:43][S:42][C:32]=5[N:33]=[C:34]([C:36]5[CH:41]=[CH:40][CH:39]=[CH:38][N:37]=5)[N:35]=4)[CH2:28][C@H:22]3[C:21](=[O:45])[NH:20][C@:19]3([C:47]([O:49]C)=[O:48])[CH2:46][C@H:18]3[CH:17]=[CH:16][CH2:15][CH2:14][CH2:13][CH2:12][CH2:11]2)=[O:8])[CH2:5][CH2:4][CH2:3][CH2:2]1.O1CCCC1.[OH-].[Li+]. The catalyst is CO. The product is [CH:1]1([O:6][C:7]([NH:9][C@@H:10]2[C:24](=[O:25])[N:23]3[CH2:26][C@H:27]([O:29][C:30]4[C:31]5[CH:44]=[CH:43][S:42][C:32]=5[N:33]=[C:34]([C:36]5[CH:41]=[CH:40][CH:39]=[CH:38][N:37]=5)[N:35]=4)[CH2:28][C@H:22]3[C:21](=[O:45])[NH:20][C@:19]3([C:47]([OH:49])=[O:48])[CH2:46][C@H:18]3[CH:17]=[CH:16][CH2:15][CH2:14][CH2:13][CH2:12][CH2:11]2)=[O:8])[CH2:5][CH2:4][CH2:3][CH2:2]1. The yield is 0.310. (7) The reactants are [Cl:1][C:2]1[CH:33]=[CH:32][C:5]([O:6][C:7]2[CH:12]=[CH:11][C:10]([N:13]3[C@@H:17]([C:18]4[CH:23]=[CH:22][CH:21]=[C:20]([C:24]([F:27])([F:26])[F:25])[CH:19]=4)[CH2:16][C@H:15]([CH2:28][CH:29]=C)[C:14]3=[O:31])=[CH:9][CH:8]=2)=[CH:4][CH:3]=1.[BH4-].[Na+].C(Cl)Cl.C[OH:40]. No catalyst specified. The product is [Cl:1][C:2]1[CH:3]=[CH:4][C:5]([O:6][C:7]2[CH:8]=[CH:9][C:10]([N:13]3[C@@H:17]([C:18]4[CH:23]=[CH:22][CH:21]=[C:20]([C:24]([F:25])([F:27])[F:26])[CH:19]=4)[CH2:16][C@H:15]([CH2:28][CH2:29][OH:40])[C:14]3=[O:31])=[CH:11][CH:12]=2)=[CH:32][CH:33]=1. The yield is 0.890.